The task is: Predict which catalyst facilitates the given reaction.. This data is from Catalyst prediction with 721,799 reactions and 888 catalyst types from USPTO. (1) Reactant: [F:1][C:2]1[CH:3]=[C:4]2[C:9](=[CH:10][CH:11]=1)[N:8]=[CH:7][CH:6]=[C:5]2[SH:12].Br[C:14]1([C:18]([O:20][CH2:21][CH3:22])=[O:19])[CH2:17][CH2:16][CH2:15]1.C(=O)([O-])[O-].[Cs+].[Cs+]. Product: [F:1][C:2]1[CH:3]=[C:4]2[C:9](=[CH:10][CH:11]=1)[N:8]=[CH:7][CH:6]=[C:5]2[S:12][C:14]1([C:18]([O:20][CH2:21][CH3:22])=[O:19])[CH2:17][CH2:16][CH2:15]1. The catalyst class is: 9. (2) Reactant: [NH2:1][C:2]1[CH:8]=[CH:7][C:5]([OH:6])=[CH:4][C:3]=1[OH:9].Cl.[OH-].[Na+].[CH:13]1[CH:18]=[CH:17][C:16]([CH2:19][O:20][C:21](Cl)=[O:22])=[CH:15][CH:14]=1. Product: [CH2:19]([O:20][C:21](=[O:22])[NH:1][C:2]1[CH:8]=[CH:7][C:5]([OH:6])=[CH:4][C:3]=1[OH:9])[C:16]1[CH:17]=[CH:18][CH:13]=[CH:14][CH:15]=1. The catalyst class is: 6. (3) Reactant: [CH2:1]([N:8]1[C:16]([OH:17])=[N:15][C:14]2[C:9]1=[N:10][C:11]([CH2:19][CH:20](C(OC)=O)[C:21]([O:23]C)=[O:22])=[N:12][C:13]=2[NH2:18])[C:2]1[CH:7]=[CH:6][CH:5]=[CH:4][CH:3]=1.Cl.C(=O)([O-])O.[Na+]. Product: [CH2:1]([N:8]1[C:16]([OH:17])=[N:15][C:14]2[C:9]1=[N:10][C:11]([CH2:19][CH2:20][C:21]([OH:23])=[O:22])=[N:12][C:13]=2[NH2:18])[C:2]1[CH:3]=[CH:4][CH:5]=[CH:6][CH:7]=1. The catalyst class is: 12.